Dataset: Reaction yield outcomes from USPTO patents with 853,638 reactions. Task: Predict the reaction yield, written as a fraction of the theoretical maximum amount of product (1.0 means a 100% yield; for example, 0.34 means a 34% yield). (1) The yield is 0.820. The product is [CH3:30][C:20]1[CH:25]=[CH:24][C:23]([S:26]([O:18][CH2:17][CH:14]2[CH2:13][C:12]3[CH:11]=[CH:10][C:9]([F:19])=[C:8]([C:3]4[CH:4]=[CH:5][CH:6]=[CH:7][C:2]=4[Cl:1])[C:16]=3[O:15]2)(=[O:28])=[O:27])=[CH:22][CH:21]=1. The reactants are [Cl:1][C:2]1[CH:7]=[CH:6][CH:5]=[CH:4][C:3]=1[C:8]1[C:16]2[O:15][CH:14]([CH2:17][OH:18])[CH2:13][C:12]=2[CH:11]=[CH:10][C:9]=1[F:19].[C:20]1([CH3:30])[CH:25]=[CH:24][C:23]([S:26](Cl)(=[O:28])=[O:27])=[CH:22][CH:21]=1. No catalyst specified. (2) The reactants are O1CCCC1.[CH2:6]([O:10][C:11]1[CH:12]=[C:13]([CH2:17][C:18](Cl)=[N:19][OH:20])[CH:14]=[CH:15][CH:16]=1)[CH2:7][CH2:8][CH3:9].[C:22]([C:24]1[C:25]([NH2:30])=[N:26][CH:27]=[CH:28][CH:29]=1)#[CH:23].C(N(CC)CC)C. The catalyst is O. The product is [CH2:6]([O:10][C:11]1[CH:12]=[C:13]([CH:14]=[CH:15][CH:16]=1)[CH2:17][C:18]1[CH:23]=[C:22]([C:24]2[C:25]([NH2:30])=[N:26][CH:27]=[CH:28][CH:29]=2)[O:20][N:19]=1)[CH2:7][CH2:8][CH3:9]. The yield is 0.0800. (3) The reactants are [N+:1]([C:4]1[CH:12]=[C:7]2[CH2:8][O:9][CH2:10][CH2:11][N:6]2[N:5]=1)([O-])=O. The catalyst is [Pd].C(O)C. The product is [N:5]1[N:6]2[C:7]([CH2:8][O:9][CH2:10][CH2:11]2)=[CH:12][C:4]=1[NH2:1]. The yield is 0.730. (4) The reactants are [NH:1]1[CH:5]=[CH:4][N:3]=[CH:2]1.[H-].[Na+].[CH2:8]([O:10][CH2:11]Cl)[CH3:9]. The catalyst is CS(C)=O. The product is [CH2:8]([O:10][CH2:11][N:1]1[CH:5]=[CH:4][N:3]=[CH:2]1)[CH3:9]. The yield is 0.900. (5) The reactants are [C:1]([O:5][C:6]([NH:8][C@H:9]([CH2:31][C:32]1[CH:37]=[CH:36][C:35]([Cl:38])=[CH:34][CH:33]=1)[C:10]([N:12]1[CH2:17][CH2:16][N:15]([C:18]2[C:23]([C:24]([O:26]C)=[O:25])=[CH:22][N:21]=[C:20]3[NH:28][CH:29]=[CH:30][C:19]=23)[CH2:14][CH2:13]1)=[O:11])=[O:7])([CH3:4])([CH3:3])[CH3:2].C1COCC1.CO.[Li+].[OH-]. The catalyst is O. The product is [C:1]([O:5][C:6]([NH:8][C@H:9]([CH2:31][C:32]1[CH:33]=[CH:34][C:35]([Cl:38])=[CH:36][CH:37]=1)[C:10]([N:12]1[CH2:13][CH2:14][N:15]([C:18]2[C:23]([C:24]([OH:26])=[O:25])=[CH:22][N:21]=[C:20]3[NH:28][CH:29]=[CH:30][C:19]=23)[CH2:16][CH2:17]1)=[O:11])=[O:7])([CH3:4])([CH3:2])[CH3:3]. The yield is 0.244. (6) The reactants are [C:1]([C:3]1[CH:4]=[C:5]([CH:9]=[CH:10][C:11]=1[O:12][CH:13]([CH3:15])[CH3:14])[C:6]([OH:8])=O)#[N:2].C(Cl)(=O)C(Cl)=O.[CH2:22]([CH2:24][NH2:25])[OH:23]. The catalyst is C(Cl)Cl.CN(C=O)C. The product is [C:1]([C:3]1[CH:4]=[C:5]([CH:9]=[CH:10][C:11]=1[O:12][CH:13]([CH3:15])[CH3:14])[C:6]([NH:25][CH2:24][CH2:22][OH:23])=[O:8])#[N:2]. The yield is 0.830.